This data is from Experimentally validated miRNA-target interactions with 360,000+ pairs, plus equal number of negative samples. The task is: Binary Classification. Given a miRNA mature sequence and a target amino acid sequence, predict their likelihood of interaction. (1) The miRNA is ssc-miR-296-3p with sequence AGGGUUGGGCGGAGGCUUUCC. The protein sequence of the target gene is MSAAKENPCRKFQANIFNKSKCQNCFKPRESHLLNDEDLTQAKPIYGGWLLLAPDGTDFDNPVHRSRKWQRRFFILYEHGLLRYALDEMPTTLPQGTINMNQCTDVVDGEARTGQKFSLCILTPDKEHFIRAETKEIISGWLEMLMVYPRTNKQNQKKKRKVEPPTPQEPGPAKMAVTSSSGGSSGSSSSIPSAEKVPTTKSTLWQEEMRAKDQPDGTSLSPAQSPSQSQPPAACTPREPGLESKEDESTISGDRVDGGRKVRVESGYFSLEKAKQDLRAEEQLPPLLSPPSPSTPHSRR.... Result: 0 (no interaction). (2) The miRNA is hsa-miR-4762-5p with sequence CCAAAUCUUGAUCAGAAGCCU. The protein sequence of the target gene is MVSIRDFTMPKKFVQMLVFNLTLTEVVLSGNVLIWPTDGSHWLNIKIILEELIQRNHNVTVLASSATLFINSNPDSPVNFEVIPVSYKKSNIDSLIEHMIMLWIDHRPTPLTIWAFYKELGKLLDTFFQINIQLCDGVLKNPKLMARLQKGGFDVLVADPVTICGDLVALKLGIPFMYTLRFSPASTVERHCGKIPAPVSYVPAALSELTDQMTFGERIKNTISYSLQDYIFQSYWGEWNSYYSKILGRPTTLCETMGKAEIWLIRTYWDFEFPRPYLPNFEFVGGLHCKPAKPLPKEME.... Result: 1 (interaction). (3) The protein sequence of the target gene is MLLPVPLLLGLLGLAAADPTVYFKEQFLDGDGWTERWIESKHKPDFGKFVLSSGKFYGDQEKDKGLQTSQDARFYALSARFEPFSNKGQTLVVQFTVKHEQNIDCGGGYVKLFPAGLDQTDMHGDSEYNIMFGPDICGPGTKKVHVIFNYKGKNVLINKDIRCKDDEFTHLYTLIVRPNNTYEVKIDNSQVESGSLEDDWDFLPPKKIKDPDAAKPEDWDDRAKIDDPTDSKPEDWDKPEHIPDPDAKKPEDWDEEMDGEWEPPVIQNPEYKGEWKPRQIDNPEYKGIWIHPEIDNPEYS.... The miRNA is hsa-miR-96-5p with sequence UUUGGCACUAGCACAUUUUUGCU. Result: 0 (no interaction).